Dataset: Forward reaction prediction with 1.9M reactions from USPTO patents (1976-2016). Task: Predict the product of the given reaction. (1) Given the reactants [CH2:1]([C:7]1[CH:8]=[C:9]([C:13]2[N:17]([CH3:18])[C:16]([C:19]([N:21]3[CH2:26][CH2:25][CH:24]([N:27]4[CH2:31][CH2:30][CH2:29][CH2:28]4)[CH2:23][CH2:22]3)=[O:20])=[C:15](I)[N:14]=2)[CH:10]=[CH:11][CH:12]=1)[CH2:2][CH2:3][CH2:4][CH2:5][CH3:6].[CH3:33][O:34][C:35]([C:37]1[CH:42]=[CH:41][C:40](B(O)O)=[CH:39][CH:38]=1)=[O:36], predict the reaction product. The product is: [CH3:33][O:34][C:35](=[O:36])[C:37]1[CH:42]=[CH:41][C:40]([C:15]2[N:14]=[C:13]([C:9]3[CH:10]=[CH:11][CH:12]=[C:7]([CH2:1][CH2:2][CH2:3][CH2:4][CH2:5][CH3:6])[CH:8]=3)[N:17]([CH3:18])[C:16]=2[C:19]([N:21]2[CH2:22][CH2:23][CH:24]([N:27]3[CH2:31][CH2:30][CH2:29][CH2:28]3)[CH2:25][CH2:26]2)=[O:20])=[CH:39][CH:38]=1. (2) Given the reactants [N:1]1([NH:7][C:8]([C:10]2[C:14]([CH3:15])=[C:13]([C:16]3[CH:21]=[CH:20][C:19]([O:22]CC4C=CC=CC=4)=[CH:18][CH:17]=3)[N:12]([C:30]3[CH:35]=[CH:34][C:33]([Cl:36])=[CH:32][C:31]=3[Cl:37])[N:11]=2)=[O:9])[CH2:6][CH2:5][O:4][CH2:3][CH2:2]1.B(Br)(Br)Br.O, predict the reaction product. The product is: [N:1]1([NH:7][C:8]([C:10]2[C:14]([CH3:15])=[C:13]([C:16]3[CH:17]=[CH:18][C:19]([OH:22])=[CH:20][CH:21]=3)[N:12]([C:30]3[CH:35]=[CH:34][C:33]([Cl:36])=[CH:32][C:31]=3[Cl:37])[N:11]=2)=[O:9])[CH2:6][CH2:5][O:4][CH2:3][CH2:2]1. (3) Given the reactants [C:1]([O:5][C:6]([N:8]1[CH2:13][CH2:12][C:11](=O)[CH2:10][CH2:9]1)=[O:7])([CH3:4])([CH3:3])[CH3:2].CO.[CH3:17][NH2:18], predict the reaction product. The product is: [C:1]([O:5][C:6]([N:8]1[CH2:13][CH2:12][CH:11]([CH2:17][NH2:18])[CH2:10][CH2:9]1)=[O:7])([CH3:4])([CH3:3])[CH3:2]. (4) The product is: [CH2:1]([N:8]([CH3:9])[C:10]1[N:11]=[N:12][C:13]([C:18]#[C:17][C:19]2[CH:26]=[CH:25][C:22]([CH:23]=[O:24])=[CH:21][CH:20]=2)=[CH:14][CH:15]=1)[C:2]1[CH:7]=[CH:6][CH:5]=[CH:4][CH:3]=1. Given the reactants [CH2:1]([N:8]([C:10]1[N:11]=[N:12][C:13](I)=[CH:14][CH:15]=1)[CH3:9])[C:2]1[CH:7]=[CH:6][CH:5]=[CH:4][CH:3]=1.[C:17]([C:19]1[CH:26]=[CH:25][C:22]([CH:23]=[O:24])=[CH:21][CH:20]=1)#[CH:18], predict the reaction product. (5) Given the reactants [OH:1][C:2]1[CH:9]=[CH:8][C:7]([S:10][CH3:11])=[CH:6][C:3]=1[CH:4]=O.[CH3:12][C:13]1[CH:22]=[CH:21][C:16]([C:17]([O:19][CH3:20])=[O:18])=[CH:15][N:14]=1.[C:23](O)(=[O:25])[CH3:24].O, predict the reaction product. The product is: [C:23]([O:1][C:2]1[CH:9]=[CH:8][C:7]([S:10][CH3:11])=[CH:6][C:3]=1/[CH:4]=[CH:12]/[C:13]1[CH:22]=[CH:21][C:16]([C:17]([O:19][CH3:20])=[O:18])=[CH:15][N:14]=1)(=[O:25])[CH3:24]. (6) Given the reactants [CH3:1][CH:2]([C:5]1[N:6]([CH2:17][C:18]2[N:23]=[C:22]([C:24]([O:26]C)=[O:25])[CH:21]=[CH:20][CH:19]=2)[C:7]2[C:12]([CH:13]=1)=[CH:11][C:10]([O:14][CH3:15])=[C:9]([Cl:16])[CH:8]=2)[CH2:3][CH3:4].[OH-].[Na+].Cl.O, predict the reaction product. The product is: [CH3:1][CH:2]([C:5]1[N:6]([CH2:17][C:18]2[N:23]=[C:22]([C:24]([OH:26])=[O:25])[CH:21]=[CH:20][CH:19]=2)[C:7]2[C:12]([CH:13]=1)=[CH:11][C:10]([O:14][CH3:15])=[C:9]([Cl:16])[CH:8]=2)[CH2:3][CH3:4].